Regression. Given two drug SMILES strings and cell line genomic features, predict the synergy score measuring deviation from expected non-interaction effect. From a dataset of NCI-60 drug combinations with 297,098 pairs across 59 cell lines. (1) Drug 1: C1CCC(C1)C(CC#N)N2C=C(C=N2)C3=C4C=CNC4=NC=N3. Drug 2: CCC1=C2CN3C(=CC4=C(C3=O)COC(=O)C4(CC)O)C2=NC5=C1C=C(C=C5)O. Cell line: SF-539. Synergy scores: CSS=33.3, Synergy_ZIP=-3.55, Synergy_Bliss=-1.94, Synergy_Loewe=-25.2, Synergy_HSA=-0.648. (2) Drug 1: C1=CC=C(C=C1)NC(=O)CCCCCCC(=O)NO. Drug 2: CN(CC1=CN=C2C(=N1)C(=NC(=N2)N)N)C3=CC=C(C=C3)C(=O)NC(CCC(=O)O)C(=O)O. Cell line: IGROV1. Synergy scores: CSS=42.0, Synergy_ZIP=-0.245, Synergy_Bliss=-0.661, Synergy_Loewe=-38.6, Synergy_HSA=-0.993. (3) Drug 1: CS(=O)(=O)CCNCC1=CC=C(O1)C2=CC3=C(C=C2)N=CN=C3NC4=CC(=C(C=C4)OCC5=CC(=CC=C5)F)Cl. Drug 2: CC1C(C(CC(O1)OC2CC(OC(C2O)C)OC3=CC4=CC5=C(C(=O)C(C(C5)C(C(=O)C(C(C)O)O)OC)OC6CC(C(C(O6)C)O)OC7CC(C(C(O7)C)O)OC8CC(C(C(O8)C)O)(C)O)C(=C4C(=C3C)O)O)O)O. Cell line: IGROV1. Synergy scores: CSS=39.3, Synergy_ZIP=-4.35, Synergy_Bliss=0.917, Synergy_Loewe=-3.08, Synergy_HSA=0.970. (4) Drug 1: C1CCC(C(C1)N)N.C(=O)(C(=O)[O-])[O-].[Pt+4]. Drug 2: CC1C(C(CC(O1)OC2CC(CC3=C2C(=C4C(=C3O)C(=O)C5=C(C4=O)C(=CC=C5)OC)O)(C(=O)CO)O)N)O.Cl. Cell line: OVCAR-8. Synergy scores: CSS=40.4, Synergy_ZIP=-6.85, Synergy_Bliss=-4.49, Synergy_Loewe=-2.24, Synergy_HSA=-0.261. (5) Drug 1: CC12CCC3C(C1CCC2=O)CC(=C)C4=CC(=O)C=CC34C. Drug 2: C1=CC(=CC=C1CCC2=CNC3=C2C(=O)NC(=N3)N)C(=O)NC(CCC(=O)O)C(=O)O. Cell line: MOLT-4. Synergy scores: CSS=95.9, Synergy_ZIP=3.00, Synergy_Bliss=3.82, Synergy_Loewe=-6.92, Synergy_HSA=4.42. (6) Drug 1: CN(C)N=NC1=C(NC=N1)C(=O)N. Drug 2: CN(CC1=CN=C2C(=N1)C(=NC(=N2)N)N)C3=CC=C(C=C3)C(=O)NC(CCC(=O)O)C(=O)O. Cell line: UACC-257. Synergy scores: CSS=-5.87, Synergy_ZIP=3.03, Synergy_Bliss=4.04, Synergy_Loewe=-13.7, Synergy_HSA=-5.46. (7) Drug 1: COC1=C(C=C2C(=C1)N=CN=C2NC3=CC(=C(C=C3)F)Cl)OCCCN4CCOCC4. Drug 2: C(=O)(N)NO. Cell line: NCI-H226. Synergy scores: CSS=20.0, Synergy_ZIP=-2.36, Synergy_Bliss=0.912, Synergy_Loewe=-39.4, Synergy_HSA=2.31. (8) Drug 1: CNC(=O)C1=CC=CC=C1SC2=CC3=C(C=C2)C(=NN3)C=CC4=CC=CC=N4. Drug 2: COCCOC1=C(C=C2C(=C1)C(=NC=N2)NC3=CC=CC(=C3)C#C)OCCOC.Cl. Cell line: HT29. Synergy scores: CSS=-1.74, Synergy_ZIP=1.23, Synergy_Bliss=2.62, Synergy_Loewe=-1.65, Synergy_HSA=-0.823.